This data is from Peptide-MHC class I binding affinity with 185,985 pairs from IEDB/IMGT. The task is: Regression. Given a peptide amino acid sequence and an MHC pseudo amino acid sequence, predict their binding affinity value. This is MHC class I binding data. (1) The peptide sequence is IPLTEEAEL. The MHC is HLA-B44:03 with pseudo-sequence HLA-B44:03. The binding affinity (normalized) is 0. (2) The peptide sequence is ELNKGWFGA. The MHC is HLA-B39:01 with pseudo-sequence HLA-B39:01. The binding affinity (normalized) is 0.0847. (3) The peptide sequence is HIIIVALTIM. The MHC is HLA-A02:01 with pseudo-sequence HLA-A02:01. The binding affinity (normalized) is 0.314. (4) The peptide sequence is LTALNDMGK. The MHC is HLA-A68:01 with pseudo-sequence HLA-A68:01. The binding affinity (normalized) is 0.421. (5) The peptide sequence is LRPGGKKKY. The MHC is Mamu-A01 with pseudo-sequence Mamu-A01. The binding affinity (normalized) is 0. (6) The peptide sequence is RQLAKAIIT. The MHC is HLA-A02:01 with pseudo-sequence HLA-A02:01. The binding affinity (normalized) is 0.151. (7) The peptide sequence is KIVPLPPMY. The MHC is HLA-B27:03 with pseudo-sequence HLA-B27:03. The binding affinity (normalized) is 0.0847.